Task: Predict the reaction yield, written as a fraction of the theoretical maximum amount of product (1.0 means a 100% yield; for example, 0.34 means a 34% yield).. Dataset: Reaction yield outcomes from USPTO patents with 853,638 reactions (1) The reactants are I[C:2]1[CH:3]=[C:4]2[C:8](=[CH:9][CH:10]=1)[CH2:7][N:6]([C:11]([C:24]1[CH:29]=[CH:28][CH:27]=[CH:26][CH:25]=1)([C:18]1[CH:23]=[CH:22][CH:21]=[CH:20][CH:19]=1)[C:12]1[CH:17]=[CH:16][CH:15]=[CH:14][CH:13]=1)[CH2:5]2.[CH:30]#[C:31][CH2:32][CH2:33][CH2:34][CH2:35][CH2:36][CH3:37]. The catalyst is CN(C=O)C.[Cu]I. The product is [C:30]([C:2]1[CH:3]=[C:4]2[C:8](=[CH:9][CH:10]=1)[CH2:7][N:6]([C:11]([C:18]1[CH:19]=[CH:20][CH:21]=[CH:22][CH:23]=1)([C:12]1[CH:13]=[CH:14][CH:15]=[CH:16][CH:17]=1)[C:24]1[CH:25]=[CH:26][CH:27]=[CH:28][CH:29]=1)[CH2:5]2)#[C:31][CH2:32][CH2:33][CH2:34][CH2:35][CH2:36][CH3:37]. The yield is 0.890. (2) The reactants are [NH2:1][C:2]1[CH:10]=[C:9]([O:11][CH3:12])[CH:8]=[C:7]([O:13][CH3:14])[C:3]=1[C:4]([NH2:6])=[O:5].[CH3:15][O:16][C:17]1[CH:24]=[CH:23][C:20]([CH:21]=O)=[CH:19][C:18]=1[CH2:25][N:26]1[CH2:31][CH2:30][O:29][CH2:28][CH2:27]1.COC1C=C(OC)C=C2C=1C(=O)NC(C1C=CC=CN=1)=N2. No catalyst specified. The product is [CH3:14][O:13][C:7]1[CH:8]=[C:9]([O:11][CH3:12])[CH:10]=[C:2]2[C:3]=1[C:4](=[O:5])[NH:6][C:21]([C:20]1[CH:23]=[CH:24][C:17]([O:16][CH3:15])=[C:18]([CH2:25][N:26]3[CH2:31][CH2:30][O:29][CH2:28][CH2:27]3)[CH:19]=1)=[N:1]2. The yield is 0.280.